Task: Predict the product of the given reaction.. Dataset: Forward reaction prediction with 1.9M reactions from USPTO patents (1976-2016) (1) Given the reactants [CH:1]1([C:6]([C:11]2[CH:16]=[CH:15][CH:14]=[CH:13][CH:12]=2)([OH:10])[C:7]([OH:9])=[O:8])[CH2:5][CH2:4][CH2:3][CH2:2]1.C(N1C=CN=C1)(N1C=CN=C1)=O.[CH3:29][N:30]1[CH2:34][CH2:33][CH:32](O)[CH2:31]1.O, predict the reaction product. The product is: [CH3:29][N:30]1[CH2:34][CH2:33][CH:32]([O:8][C:7](=[O:9])[C:6]([CH:1]2[CH2:5][CH2:4][CH2:3][CH2:2]2)([OH:10])[C:11]2[CH:16]=[CH:15][CH:14]=[CH:13][CH:12]=2)[CH2:31]1. (2) The product is: [Cl:29][C:30]1[CH:35]=[CH:34][CH:33]=[CH:32][C:31]=1[C:12]1[N:13]([CH:18]([CH3:19])[CH3:20])[N:14]=[C:15]2[C:11]=1[CH2:10][CH2:9][NH:8][CH2:17][CH2:16]2. Given the reactants C(OC([N:8]1[CH2:17][CH2:16][C:15]2[C:11](=[C:12](OS(C(F)(F)F)(=O)=O)[N:13]([CH:18]([CH3:20])[CH3:19])[N:14]=2)[CH2:10][CH2:9]1)=O)(C)(C)C.[Cl:29][C:30]1[CH:35]=[CH:34][CH:33]=[CH:32][C:31]=1B(O)O, predict the reaction product.